From a dataset of Reaction yield outcomes from USPTO patents with 853,638 reactions. Predict the reaction yield, written as a fraction of the theoretical maximum amount of product (1.0 means a 100% yield; for example, 0.34 means a 34% yield). (1) The reactants are [CH3:1][O:2][C:3]1[CH:10]=[C:9]([O:11][CH3:12])[C:8]([C:13]2[S:14][CH:15]=[CH:16][CH:17]=2)=[CH:7][C:4]=1[CH:5]=O.[C:18]([C:21]1[CH:22]=[C:23]([CH:27]=[CH:28][CH:29]=1)[C:24]([OH:26])=[O:25])(=[O:20])[CH3:19]. No catalyst specified. The product is [CH3:1][O:2][C:3]1[CH:10]=[C:9]([O:11][CH3:12])[C:8]([C:13]2[S:14][CH:15]=[CH:16][CH:17]=2)=[CH:7][C:4]=1/[CH:5]=[CH:19]/[C:18]([C:21]1[CH:22]=[C:23]([CH:27]=[CH:28][CH:29]=1)[C:24]([OH:26])=[O:25])=[O:20]. The yield is 0.650. (2) The reactants are [C:1]([SiH2:5][O:6][C:7]([CH3:18])([CH3:17])[C:8]1[CH:9]=[C:10]([CH2:15]O)[CH:11]=[C:12]([CH3:14])[CH:13]=1)([CH3:4])([CH3:3])[CH3:2].[CH2:19]([N:21](CC)CC)C.CS(Cl)(=O)=O.[C-]#N.[Na+]. The catalyst is ClCCl. The product is [C:1]([SiH2:5][O:6][C:7]([CH3:18])([CH3:17])[C:8]1[CH:9]=[C:10]([CH2:15][C:19]#[N:21])[CH:11]=[C:12]([CH3:14])[CH:13]=1)([CH3:4])([CH3:3])[CH3:2]. The yield is 0.730. (3) The reactants are [NH:1]1[C:9]2[C:4](=[CH:5][C:6]([N:10]3[C:14]([NH2:15])=[CH:13][C:12]([CH:16]([CH3:18])[CH3:17])=[N:11]3)=[CH:7][CH:8]=2)[CH:3]=[N:2]1.[OH-].[Na+].[CH3:21][C:22]([O:25][C:26](O[C:26]([O:25][C:22]([CH3:24])([CH3:23])[CH3:21])=[O:27])=[O:27])([CH3:24])[CH3:23]. The catalyst is O1CCOCC1. The product is [C:22]([O:25][C:26]([N:1]1[C:9]2[C:4](=[CH:5][C:6]([N:10]3[C:14]([NH2:15])=[CH:13][C:12]([CH:16]([CH3:18])[CH3:17])=[N:11]3)=[CH:7][CH:8]=2)[CH:3]=[N:2]1)=[O:27])([CH3:24])([CH3:23])[CH3:21]. The yield is 0.470. (4) The reactants are C([S:4][CH:5]([CH3:12])[CH:6]([CH3:11])[C:7]([O:9][CH3:10])=[O:8])(=O)C. The catalyst is CO. The product is [SH:4][CH:5]([CH3:12])[CH:6]([CH3:11])[C:7]([O:9][CH3:10])=[O:8]. The yield is 0.440. (5) The yield is 1.00. The product is [CH3:11][C:12]([NH2:16])([CH3:15])[CH2:13][NH:14][C:2]1[CH:7]=[CH:6][C:5]([N+:8]([O-:10])=[O:9])=[CH:4][CH:3]=1. The catalyst is CN(C)C=O.C(OCC)(=O)C. The reactants are F[C:2]1[CH:7]=[CH:6][C:5]([N+:8]([O-:10])=[O:9])=[CH:4][CH:3]=1.[CH3:11][C:12]([NH2:16])([CH3:15])[CH2:13][NH2:14].C(=O)([O-])[O-].[K+].[K+].